This data is from Full USPTO retrosynthesis dataset with 1.9M reactions from patents (1976-2016). The task is: Predict the reactants needed to synthesize the given product. (1) Given the product [C:16]1([S:15][C:6]2[C:5]3[C:9](=[CH:10][CH:11]=[C:3]([CH2:1][NH:26][CH2:23][CH2:24][CH3:25])[CH:4]=3)[NH:8][C:7]=2[C:12]([NH2:14])=[O:13])[CH:21]=[CH:20][CH:19]=[CH:18][CH:17]=1, predict the reactants needed to synthesize it. The reactants are: [CH:1]([C:3]1[CH:4]=[C:5]2[C:9](=[CH:10][CH:11]=1)[NH:8][C:7]([C:12]([NH2:14])=[O:13])=[C:6]2[S:15][C:16]1[CH:21]=[CH:20][CH:19]=[CH:18][CH:17]=1)=O.Cl.[CH2:23]([NH2:26])[CH2:24][CH3:25]. (2) Given the product [C:16]([C@H:12]1[O:13][C:14](=[O:15])[C@@:10]([C@H:8]2[CH2:7][C:6](=[O:30])[C@H:5]([OH:4])[CH2:9]2)([C:20]2[CH:21]=[CH:22][CH:23]=[CH:24][CH:25]=2)[O:11]1)([CH3:17])([CH3:18])[CH3:19], predict the reactants needed to synthesize it. The reactants are: C([O:4][C:5]1[CH2:9][C@H:8]([C@@:10]2([C:20]3[CH:25]=[CH:24][CH:23]=[CH:22][CH:21]=3)[C:14](=[O:15])[O:13][C@H:12]([C:16]([CH3:19])([CH3:18])[CH3:17])[O:11]2)[CH2:7][CH:6]=1)(=O)C.C[N+]1([O-])CC[O:30]CC1.S([O-])([O-])=O.[Na+].[Na+]. (3) Given the product [C:24]([C:27]1[N:1]([C:2]2[CH:3]=[CH:4][CH:5]=[CH:6][CH:7]=2)[C:8]2[C:9]([C:10](=[O:11])[N:12]=1)=[CH:13][CH:14]=[C:15]([O:17][CH3:18])[CH:16]=2)([CH3:26])([CH3:25])[CH3:23], predict the reactants needed to synthesize it. The reactants are: [NH:1]([C:8]1[CH:16]=[C:15]([O:17][CH3:18])[CH:14]=[CH:13][C:9]=1[C:10]([NH2:12])=[O:11])[C:2]1[CH:7]=[CH:6][CH:5]=[CH:4][CH:3]=1.ClC(Cl)C.[C:23](Cl)(=O)[C:24]([CH3:27])([CH3:26])[CH3:25]. (4) Given the product [CH:1]1([C:7]2[O:8][C:9]([C:23]3[CH:28]=[CH:27][C:26]([C:29]([F:32])([F:30])[F:31])=[CH:25][CH:24]=3)=[CH:10][C:11]=2[CH2:12][O:13][C:14]2[CH:22]=[CH:21][C:17]([C:18]([N:34]([CH3:33])[CH2:35][CH2:36][C:37]([OH:39])=[O:38])=[O:19])=[CH:16][CH:15]=2)[CH2:6][CH2:5][CH2:4][CH2:3][CH2:2]1, predict the reactants needed to synthesize it. The reactants are: [CH:1]1([C:7]2[O:8][C:9]([C:23]3[CH:28]=[CH:27][C:26]([C:29]([F:32])([F:31])[F:30])=[CH:25][CH:24]=3)=[CH:10][C:11]=2[CH2:12][O:13][C:14]2[CH:22]=[CH:21][C:17]([C:18](O)=[O:19])=[CH:16][CH:15]=2)[CH2:6][CH2:5][CH2:4][CH2:3][CH2:2]1.[CH3:33][NH:34][CH2:35][CH2:36][C:37]([O:39]CC)=[O:38]. (5) Given the product [NH:1]1[C:9]2[C:4](=[CH:5][CH:6]=[CH:7][CH:8]=2)[CH:3]=[C:2]1/[CH:10]=[CH:11]/[C:12](=[O:17])[CH2:13][C:14](=[O:16])/[CH:15]=[CH:24]/[C:23]1[CH:26]=[CH:27][C:28]([O:30][CH2:31][C:32]2[CH:33]=[CH:34][N:35]=[CH:36][CH:37]=2)=[CH:29][C:22]=1[O:21][CH3:20], predict the reactants needed to synthesize it. The reactants are: [NH:1]1[C:9]2[C:4](=[CH:5][CH:6]=[CH:7][CH:8]=2)[CH:3]=[C:2]1[CH:10]=[CH:11][C:12](=[O:17])[CH2:13][C:14](=[O:16])[CH3:15].[B]=O.[CH3:20][O:21][C:22]1[CH:29]=[C:28]([O:30][CH2:31][C:32]2[CH:37]=[CH:36][N:35]=[CH:34][CH:33]=2)[CH:27]=[CH:26][C:23]=1[CH:24]=O.B(OC(C)C)(OC(C)C)OC(C)C.N1CCCCC1.Cl.C(=O)(O)[O-].[Na+]. (6) Given the product [ClH:22].[F:21][C:18]([F:19])([F:20])[CH2:17][O:16][C:13]1[N:12]=[CH:11][C:10]([CH:8]([NH2:7])[CH3:9])=[CH:15][CH:14]=1, predict the reactants needed to synthesize it. The reactants are: CC([S@]([NH:7][CH:8]([C:10]1[CH:11]=[N:12][C:13]([O:16][CH2:17][C:18]([F:21])([F:20])[F:19])=[CH:14][CH:15]=1)[CH3:9])=O)(C)C.[ClH:22]. (7) The reactants are: C1(P(C2CCCCC2)C2C=CC=CC=2C2C(C(C)C)=CC(C(C)C)=CC=2C(C)C)CCCCC1.[O:35]1[CH2:40][CH2:39][N:38]([C:41]2[N:46]=[C:45]([NH2:47])[CH:44]=[CH:43][CH:42]=2)[CH2:37][CH2:36]1.Cl[C:49]1[C:58]2[C:53](=[CH:54][C:55]([F:60])=[CH:56][C:57]=2[F:59])[N:52]=[C:51]([N:61]2[CH2:66][CH2:65][N:64]([C:67]([O:69][C:70]([CH3:73])([CH3:72])[CH3:71])=[O:68])[CH2:63][CH2:62]2)[C:50]=1[CH3:74].CC(C)([O-])C.[Na+]. Given the product [F:59][C:57]1[CH:56]=[C:55]([F:60])[CH:54]=[C:53]2[C:58]=1[C:49]([NH:47][C:45]1[CH:44]=[CH:43][CH:42]=[C:41]([N:38]3[CH2:39][CH2:40][O:35][CH2:36][CH2:37]3)[N:46]=1)=[C:50]([CH3:74])[C:51]([N:61]1[CH2:66][CH2:65][N:64]([C:67]([O:69][C:70]([CH3:72])([CH3:71])[CH3:73])=[O:68])[CH2:63][CH2:62]1)=[N:52]2, predict the reactants needed to synthesize it. (8) The reactants are: [NH2:1][CH2:2][CH:3]1[CH2:7][CH2:6][N:5]([C:8]2[CH:13]=[CH:12][C:11]([Cl:14])=[CH:10][CH:9]=2)[C:4]1=[O:15].[F:16][C:17]([F:32])([F:31])[C:18]1[CH:19]=[C:20]([CH:24]=[C:25]([C:27]([F:30])([F:29])[F:28])[CH:26]=1)[C:21](Cl)=[O:22].C(N(CC)CC)C. Given the product [Cl:14][C:11]1[CH:12]=[CH:13][C:8]([N:5]2[CH2:6][CH2:7][CH:3]([CH2:2][NH:1][C:21](=[O:22])[C:20]3[CH:24]=[C:25]([C:27]([F:28])([F:29])[F:30])[CH:26]=[C:18]([C:17]([F:16])([F:31])[F:32])[CH:19]=3)[C:4]2=[O:15])=[CH:9][CH:10]=1, predict the reactants needed to synthesize it. (9) Given the product [CH3:25][O:24][C:20]1[CH:21]=[CH:22][CH:23]=[C:16]([O:15][CH3:14])[C:17]=1[CH2:18][NH:19][C:9]([NH:8][C:5]1[CH:4]=[CH:3][C:2]([I:1])=[CH:7][N:6]=1)=[NH:11], predict the reactants needed to synthesize it. The reactants are: [I:1][C:2]1[CH:3]=[CH:4][C:5]([NH:8][C:9]([NH2:11])=S)=[N:6][CH:7]=1.CI.[CH3:14][O:15][C:16]1[CH:23]=[CH:22][CH:21]=[C:20]([O:24][CH3:25])[C:17]=1[CH2:18][NH2:19].